This data is from Reaction yield outcomes from USPTO patents with 853,638 reactions. The task is: Predict the reaction yield, written as a fraction of the theoretical maximum amount of product (1.0 means a 100% yield; for example, 0.34 means a 34% yield). (1) The reactants are [NH2:1][CH2:2][CH2:3][CH2:4][CH2:5][C@H:6]([NH:14][C:15](=[O:34])[NH:16][C@@H:17]([CH2:25][CH2:26][C:27]([O:29][C:30]([CH3:33])([CH3:32])[CH3:31])=[O:28])[C:18]([O:20][C:21]([CH3:24])([CH3:23])[CH3:22])=[O:19])[C:7]([O:9][C:10]([CH3:13])([CH3:12])[CH3:11])=[O:8].[C:35]([O:39][C:40](=[O:80])[CH2:41][N:42]([CH2:72][C:73](=[O:79])[O:74][C:75]([CH3:78])([CH3:77])[CH3:76])[C:43](=[O:71])[CH2:44][N:45]1[CH:49]=[CH:48][N:47]=[C:46]1[CH2:50][N:51]([CH2:60][C:61]1[CH:66]=[CH:65][C:64]([O:67][CH2:68][C:69]#[CH:70])=[CH:63][CH:62]=1)[CH2:52][CH2:53][CH2:54][CH2:55][CH2:56][C:57](O)=[O:58])([CH3:38])([CH3:37])[CH3:36].CCN=C=NCCCN(C)C.C1C=CC2N(O)N=NC=2C=1.CCN(C(C)C)C(C)C. The catalyst is ClCCCl. The product is [C:75]([O:74][C:73](=[O:79])[CH2:72][N:42]([CH2:41][C:40](=[O:80])[O:39][C:35]([CH3:38])([CH3:37])[CH3:36])[C:43](=[O:71])[CH2:44][N:45]1[CH:49]=[CH:48][N:47]=[C:46]1[CH2:50][N:51]([CH2:60][C:61]1[CH:66]=[CH:65][C:64]([O:67][CH2:68][C:69]#[CH:70])=[CH:63][CH:62]=1)[CH2:52][CH2:53][CH2:54][CH2:55][CH2:56][C:57](=[O:58])[NH:1][CH2:2][CH2:3][CH2:4][CH2:5][C@@H:6]([C:7]([O:9][C:10]([CH3:13])([CH3:12])[CH3:11])=[O:8])[NH:14][C:15](=[O:34])[NH:16][C@H:17]([C:18]([O:20][C:21]([CH3:22])([CH3:23])[CH3:24])=[O:19])[CH2:25][CH2:26][C:27]([O:29][C:30]([CH3:33])([CH3:32])[CH3:31])=[O:28])([CH3:78])([CH3:76])[CH3:77]. The yield is 0.770. (2) The reactants are [Br:1][C:2]1[N:3]=[C:4]([C:9]2[O:10][C:11]([C:14]3[CH:19]=[CH:18][C:17]([CH2:20]Br)=[CH:16][CH:15]=3)=[N:12][N:13]=2)[C:5]([NH2:8])=[N:6][CH:7]=1.C(=O)([O-])[O-].[Na+].[Na+].[CH3:28][NH2:29]. The catalyst is O. The product is [Br:1][C:2]1[N:3]=[C:4]([C:9]2[O:10][C:11]([C:14]3[CH:19]=[CH:18][C:17]([CH2:20][NH:29][CH3:28])=[CH:16][CH:15]=3)=[N:12][N:13]=2)[C:5]([NH2:8])=[N:6][CH:7]=1. The yield is 0.853. (3) The reactants are [CH3:1][O:2][C:3]1[CH:8]=[C:7]([O:9][CH3:10])[N:6]=[C:5]([CH2:11][C:12](=O)[CH3:13])[N:4]=1.[C:15]1([NH:21]N)[CH:20]=[CH:19][CH:18]=[CH:17][CH:16]=1.C(OCC)(=O)C.O. The catalyst is C1(C)C=CC=CC=1.[Cl-].[Zn+2].[Cl-]. The product is [CH3:1][O:2][C:3]1[CH:8]=[C:7]([O:9][CH3:10])[N:6]=[C:5]([C:11]2[C:20]3[C:15](=[CH:16][CH:17]=[CH:18][CH:19]=3)[NH:21][C:12]=2[CH3:13])[N:4]=1. The yield is 0.620. (4) The reactants are [CH2:1]([O:8][C:9](=[O:23])[NH:10][C:11]1[CH:16]=[CH:15][C:14]([C@H:17]2[CH2:21][CH2:20][C:19](=[O:22])[CH2:18]2)=[CH:13][CH:12]=1)[C:2]1[CH:7]=[CH:6][CH:5]=[CH:4][CH:3]=1.CCOC(C)=O.[BH4-].[Na+]. The catalyst is CCO.CCCCCCC. The product is [CH2:1]([O:8][C:9](=[O:23])[NH:10][C:11]1[CH:12]=[CH:13][C:14]([C@H:17]2[CH2:21][CH2:20][CH:19]([OH:22])[CH2:18]2)=[CH:15][CH:16]=1)[C:2]1[CH:7]=[CH:6][CH:5]=[CH:4][CH:3]=1. The yield is 1.00. (5) The reactants are [OH-:1].[K+].[N+:3]([C:6]1[CH:16]=[CH:15][CH:14]=[C:8]2[C:9]([NH:11][C:12](=[O:13])[C:7]=12)=[O:10])([O-:5])=[O:4].Cl. The catalyst is O. The product is [N+:3]([C:6]1[CH:16]=[CH:15][CH:14]=[C:8]([C:9]([OH:1])=[O:10])[C:7]=1[C:12]([NH2:11])=[O:13])([O-:5])=[O:4]. The yield is 0.900. (6) The reactants are S(=O)(=O)(O)O.[Br:6][C:7]1[CH:8]=[C:9]([CH:13]=[C:14]([C:16]([F:19])([F:18])[F:17])[CH:15]=1)[C:10]([OH:12])=[O:11].[CH3:20]O. No catalyst specified. The product is [Br:6][C:7]1[CH:8]=[C:9]([CH:13]=[C:14]([C:16]([F:17])([F:18])[F:19])[CH:15]=1)[C:10]([O:12][CH3:20])=[O:11]. The yield is 0.946.